The task is: Predict the reactants needed to synthesize the given product.. This data is from Full USPTO retrosynthesis dataset with 1.9M reactions from patents (1976-2016). (1) Given the product [OH:3][C:2]([C:4]([F:7])([F:6])[F:5])=[O:1].[CH3:8][N:9]([CH3:36])[CH2:10][CH2:11][N:12]([CH3:35])[C:13](=[O:34])[C:14]1[CH:15]=[CH:16][C:17]([NH:20][C:21](=[O:22])[NH:23][C:24]2[CH:25]=[CH:26][C:27]3[O:31]/[C:30](=[CH:55]\[C:43]4[C:42]5[C:46](=[C:38]([F:37])[CH:39]=[C:40]([O:57][CH3:58])[CH:41]=5)[NH:45][C:44]=4[C:47]4[C:48]([CH3:54])=[N:49][N:50]([CH3:53])[C:51]=4[CH3:52])/[C:29](=[O:32])[C:28]=3[CH:33]=2)=[CH:18][CH:19]=1, predict the reactants needed to synthesize it. The reactants are: [OH:1][C:2]([C:4]([F:7])([F:6])[F:5])=[O:3].[CH3:8][N:9]([CH3:36])[CH2:10][CH2:11][N:12]([CH3:35])[C:13](=[O:34])[C:14]1[CH:19]=[CH:18][C:17]([NH:20][C:21]([NH:23][C:24]2[CH:25]=[CH:26][C:27]3[O:31][CH2:30][C:29](=[O:32])[C:28]=3[CH:33]=2)=[O:22])=[CH:16][CH:15]=1.[F:37][C:38]1[CH:39]=[C:40]([O:57][CH3:58])[CH:41]=[C:42]2[C:46]=1[NH:45][C:44]([C:47]1[C:48]([CH3:54])=[N:49][N:50]([CH3:53])[C:51]=1[CH3:52])=[C:43]2[CH:55]=O. (2) Given the product [C:15]([O:14][C:13]([NH:12][C@@H:9]([CH2:8][CH:5]1[CH2:6][CH2:7][C:2]([F:20])([F:1])[CH2:3][CH2:4]1)[CH2:10][CH2:28][S:29]([OH:31])(=[O:33])=[O:30])=[O:19])([CH3:18])([CH3:17])[CH3:16].[CH3:28][S:29]([OH:31])(=[O:11])=[O:30], predict the reactants needed to synthesize it. The reactants are: [F:1][C:2]1([F:20])[CH2:7][CH2:6][CH:5]([CH2:8][C@H:9]([NH:12][C:13](=[O:19])[O:14][C:15]([CH3:18])([CH3:17])[CH3:16])[CH2:10][OH:11])[CH2:4][CH2:3]1.CCN(CC)CC.[CH3:28][S:29](Cl)(=[O:31])=[O:30].[OH2:33]. (3) Given the product [CH3:1][C:2]1[CH:7]=[CH:6][C:5]([C:8]2[CH:13]=[C:12]([O:14][C:15]3[N:20]=[CH:19][CH:18]=[CH:17][N:16]=3)[CH:11]=[C:10]([C:21]([OH:23])=[O:22])[CH:9]=2)=[CH:4][CH:3]=1, predict the reactants needed to synthesize it. The reactants are: [CH3:1][C:2]1[CH:7]=[CH:6][C:5]([C:8]2[CH:13]=[C:12]([O:14][C:15]3[N:20]=[CH:19][CH:18]=[CH:17][N:16]=3)[CH:11]=[C:10]([C:21]([O:23]C)=[O:22])[CH:9]=2)=[CH:4][CH:3]=1.[OH-].[Li+].Cl. (4) The reactants are: [CH3:1][N:2]([CH2:46][CH2:47][N:48]1[CH2:53][CH2:52][NH:51][CH2:50][CH2:49]1)[C:3](=[O:45])[C:4]1[CH:44]=[CH:43][CH:42]=[C:6]([C:7]([NH:9][C:10]2[CH:15]=[CH:14][C:13]([N:16]3[CH2:21][CH2:20][CH2:19][CH2:18][CH2:17]3)=[CH:12][C:11]=2[C:22]2[CH:27]=[C:26]([C:28](=[O:41])[NH:29][CH2:30][C:31]3[CH:36]=[CH:35][CH:34]=[C:33]([C:37]([F:40])([F:39])[F:38])[CH:32]=3)[CH:25]=[CH:24][N:23]=2)=[O:8])[CH:5]=1.C(N(CC)CC)C.[C:61](Cl)(=[O:63])[CH3:62]. Given the product [C:61]([N:51]1[CH2:52][CH2:53][N:48]([CH2:47][CH2:46][N:2]([CH3:1])[C:3](=[O:45])[C:4]2[CH:44]=[CH:43][CH:42]=[C:6]([C:7]([NH:9][C:10]3[CH:15]=[CH:14][C:13]([N:16]4[CH2:21][CH2:20][CH2:19][CH2:18][CH2:17]4)=[CH:12][C:11]=3[C:22]3[CH:27]=[C:26]([C:28](=[O:41])[NH:29][CH2:30][C:31]4[CH:36]=[CH:35][CH:34]=[C:33]([C:37]([F:39])([F:40])[F:38])[CH:32]=4)[CH:25]=[CH:24][N:23]=3)=[O:8])[CH:5]=2)[CH2:49][CH2:50]1)(=[O:63])[CH3:62], predict the reactants needed to synthesize it.